Dataset: Full USPTO retrosynthesis dataset with 1.9M reactions from patents (1976-2016). Task: Predict the reactants needed to synthesize the given product. (1) The reactants are: [CH3:1][O:2][CH2:3][CH2:4]Br.COCCCN1C2C=C([CH2:21][CH2:22][C@@H:23]3[C@@H:28]([C:29]4[CH:34]=[CH:33][C:32]([CH2:35][OH:36])=[CH:31][CH:30]=4)[C@H:27]([O:37][Si](C(C)C)(C(C)C)C(C)C)[CH2:26][N:25](S(C4C=CC(C)=CC=4)(=O)=O)[CH2:24]3)C=CC=2OCC1.[H-].[Na+].[CH3:60][N:61]([CH3:64])[CH:62]=O. Given the product [CH3:1][O:2][CH2:3][CH2:4][O:36][CH2:35][C:32]1[CH:33]=[CH:34][C:29]([C@@H:28]2[C@@H:23]([CH2:22][CH2:21][C:22]3[CH:21]=[CH:4][C:3]4[O:2][CH2:1][CH2:62][N:61]([CH2:64][CH2:4][CH2:3][O:2][CH3:1])[C:60]=4[CH:23]=3)[CH2:24][NH:25][CH2:26][C@H:27]2[O:37][CH2:26][C@H:27]([OH:37])[CH3:28])=[CH:30][CH:31]=1, predict the reactants needed to synthesize it. (2) Given the product [ClH:11].[NH2:1][CH:2]([CH2:6][S:7][CH2:8][CH2:9][Cl:11])[C:3]([OH:5])=[O:4], predict the reactants needed to synthesize it. The reactants are: [NH2:1][CH:2]([CH2:6][S:7][CH2:8][CH2:9]O)[C:3]([OH:5])=[O:4].[ClH:11]. (3) Given the product [CH2:1]([O:3][C@@H:4]([CH2:17][C:18]1[CH:23]=[CH:22][C:21]([O:24][CH2:25][CH2:26][C:27]2[CH:28]=[CH:29][C:30]([O:33][S:34]([CH3:37])(=[O:35])=[O:36])=[CH:31][CH:32]=2)=[CH:20][CH:19]=1)[C:5]([NH:7][C@H:8]([C:11]1[CH:12]=[CH:13][CH:14]=[CH:15][CH:16]=1)[CH2:9][OH:10])=[O:6])[CH3:2], predict the reactants needed to synthesize it. The reactants are: [CH2:1]([O:3][C@H:4]([CH2:17][C:18]1[CH:23]=[CH:22][C:21]([O:24][CH2:25][CH2:26][C:27]2[CH:32]=[CH:31][C:30]([O:33][S:34]([CH3:37])(=[O:36])=[O:35])=[CH:29][CH:28]=2)=[CH:20][CH:19]=1)[C:5]([NH:7][C@H:8]([C:11]1[CH:16]=[CH:15][CH:14]=[CH:13][CH:12]=1)[CH2:9][OH:10])=[O:6])[CH3:2]. (4) Given the product [CH3:15][C:5]([S:2]([CH3:1])(=[O:4])=[O:3])([CH3:6])[C:19]#[N:17], predict the reactants needed to synthesize it. The reactants are: [CH3:1][S:2]([CH2:5][C:6]#N)(=[O:4])=[O:3].C(=O)([O-])[O-].[K+].[K+].I[CH3:15].C[N:17]([CH:19]=O)C.